Dataset: Full USPTO retrosynthesis dataset with 1.9M reactions from patents (1976-2016). Task: Predict the reactants needed to synthesize the given product. Given the product [NH2:7][S:8]([C:11]1[C:12]([Cl:27])=[CH:13][C:14]([NH:20][CH2:21][C:22]2[O:23][CH:24]=[CH:25][CH:26]=2)=[C:15]([CH:19]=1)[C:16]([O:4][CH2:3][C:2]([Cl:6])([Cl:5])[Cl:1])=[O:17])(=[O:9])=[O:10], predict the reactants needed to synthesize it. The reactants are: [Cl:1][C:2]([Cl:6])([Cl:5])[CH2:3][OH:4].[NH2:7][S:8]([C:11]1[C:12]([Cl:27])=[CH:13][C:14]([NH:20][CH2:21][C:22]2[O:23][CH:24]=[CH:25][CH:26]=2)=[C:15]([CH:19]=1)[C:16](O)=[O:17])(=[O:10])=[O:9].C1(C)C=CC(S(O)(=O)=O)=CC=1.